Dataset: Forward reaction prediction with 1.9M reactions from USPTO patents (1976-2016). Task: Predict the product of the given reaction. (1) Given the reactants [NH:1]1[CH:5]=[CH:4][C:3]([NH2:6])=[N:2]1.[F:7][C:8]1[C:13](F)=[N:12][CH:11]=[CH:10][N:9]=1.C(=O)([O-])[O-].[K+].[K+], predict the reaction product. The product is: [F:7][C:8]1[C:13]([N:1]2[CH:5]=[CH:4][C:3]([NH2:6])=[N:2]2)=[N:12][CH:11]=[CH:10][N:9]=1. (2) Given the reactants [NH2:1][C:2]1[C:7]([N+:8]([O-])=O)=[CH:6][CH:5]=[C:4]([S:11][C:12]2[CH:17]=[CH:16][CH:15]=[CH:14][CH:13]=2)[N:3]=1.[H][H], predict the reaction product. The product is: [NH2:1][C:2]1[C:7]([NH2:8])=[CH:6][CH:5]=[C:4]([S:11][C:12]2[CH:17]=[CH:16][CH:15]=[CH:14][CH:13]=2)[N:3]=1. (3) Given the reactants Cl.[CH3:2][N:3]([CH3:7])[CH2:4][CH2:5]Cl.[Br:8][C:9]1[CH:10]=[CH:11][C:12]2[O:16][C:15](=[O:17])[NH:14][C:13]=2[CH:18]=1.C(=O)([O-])[O-].[K+].[K+], predict the reaction product. The product is: [Br:8][C:9]1[CH:10]=[CH:11][C:12]2[O:16][C:15](=[O:17])[N:14]([CH2:5][CH2:4][N:3]([CH3:7])[CH3:2])[C:13]=2[CH:18]=1. (4) Given the reactants [F:1][C:2]([F:29])([F:28])[S:3]([C:6]1[CH:27]=[CH:26][C:9]([NH:10][CH:11]2[CH2:16][CH2:15][CH:14]([O:17][CH2:18][C:19]([O:21]C(C)(C)C)=[O:20])[CH2:13][CH2:12]2)=[CH:8][CH:7]=1)(=[O:5])=[O:4], predict the reaction product. The product is: [F:28][C:2]([F:1])([F:29])[S:3]([C:6]1[CH:27]=[CH:26][C:9]([NH:10][CH:11]2[CH2:16][CH2:15][CH:14]([O:17][CH2:18][C:19]([OH:21])=[O:20])[CH2:13][CH2:12]2)=[CH:8][CH:7]=1)(=[O:4])=[O:5]. (5) Given the reactants [C:1]([NH:8][C@@H:9]([C:11](O)=O)[CH3:10])([O:3][C:4]([CH3:7])([CH3:6])[CH3:5])=[O:2].CN1CCOCC1.C(OC(Cl)=O)C(C)C.[NH2:29][C:30]1[N:38]=[CH:37][CH:36]=[CH:35][C:31]=1[C:32]([OH:34])=O.[I:39][C:40]1[CH:46]=[CH:45][C:43]([NH2:44])=[CH:42][CH:41]=1, predict the reaction product. The product is: [I:39][C:40]1[CH:46]=[CH:45][C:43]([N:44]2[C:32](=[O:34])[C:31]3[CH:35]=[CH:36][CH:37]=[N:38][C:30]=3[N:29]=[C:11]2[C@H:9]([NH:8][C:1](=[O:2])[O:3][C:4]([CH3:5])([CH3:6])[CH3:7])[CH3:10])=[CH:42][CH:41]=1. (6) Given the reactants [Br:1][C:2]1[C:11]2[C:6](=[N:7][CH:8]=C(C)[N:10]=2)[CH:5]=[N:4][CH:3]=1.[Se](=O)=O.CC(=CC)C.Cl([O-])=O.[Na+].P([O-])(O)(O)=[O:26].[Na+].[O:31]1[CH2:36][CH2:35]OCC1, predict the reaction product. The product is: [Br:1][C:2]1[C:11]2[C:6](=[N:7][CH:8]=[C:35]([C:36]([OH:31])=[O:26])[N:10]=2)[CH:5]=[N:4][CH:3]=1. (7) Given the reactants [C:1]([NH2:4])(=[O:3])[CH3:2].C=[O:6].[C:7]([OH:10])(=[O:9])[CH3:8].O.[C]=O.[H][H].[CH2:16]1[CH2:20][O:19]CC1, predict the reaction product. The product is: [C:1]([N:4]([CH2:16][C:20]([OH:6])=[O:19])[CH2:8][C:7]([OH:10])=[O:9])(=[O:3])[CH3:2].